Dataset: Peptide-MHC class I binding affinity with 185,985 pairs from IEDB/IMGT. Task: Regression. Given a peptide amino acid sequence and an MHC pseudo amino acid sequence, predict their binding affinity value. This is MHC class I binding data. The peptide sequence is HFDDVANGF. The MHC is HLA-A31:01 with pseudo-sequence HLA-A31:01. The binding affinity (normalized) is 0.0847.